This data is from Reaction yield outcomes from USPTO patents with 853,638 reactions. The task is: Predict the reaction yield, written as a fraction of the theoretical maximum amount of product (1.0 means a 100% yield; for example, 0.34 means a 34% yield). (1) The reactants are [CH2:1]([O:5][C:6]1[N:14]=[C:13]2[C:9]([NH:10][C:11](=[O:28])[N:12]2[CH2:15][CH2:16][O:17][C:18]2[CH:23]=[CH:22][CH:21]=[C:20]([C:24]([O:26]C)=[O:25])[CH:19]=2)=[C:8]([NH2:29])[N:7]=1)[CH2:2][CH2:3][CH3:4].CO.[OH-].[K+].Cl. The catalyst is O. The product is [CH2:1]([O:5][C:6]1[N:14]=[C:13]2[C:9]([NH:10][C:11](=[O:28])[N:12]2[CH2:15][CH2:16][O:17][C:18]2[CH:23]=[CH:22][CH:21]=[C:20]([C:24]([OH:26])=[O:25])[CH:19]=2)=[C:8]([NH2:29])[N:7]=1)[CH2:2][CH2:3][CH3:4]. The yield is 1.00. (2) The yield is 0.980. The product is [NH2:15][C:11]1[CH:12]=[C:13]2[C:8](=[CH:9][CH:10]=1)[NH:7][C:6]([CH2:4][OH:3])=[CH:14]2. The catalyst is C1COCC1. The reactants are C([O:3][C:4]([C:6]1[NH:7][C:8]2[C:13]([CH:14]=1)=[CH:12][C:11]([N+:15]([O-])=O)=[CH:10][CH:9]=2)=O)C.[AlH4-].[Li+].O.[OH-].[Na+]. (3) The reactants are [Br:1][C:2]1[C:14]([CH3:15])=[CH:13][C:5]([O:6][CH:7]2[CH2:12][CH2:11][CH2:10][CH2:9][O:8]2)=[CH:4][C:3]=1[CH2:16]Br.BrC1C(CBr)=CC([O:23][CH:24]2[CH2:29]CCC[O:25]2)=CC=1CBr.CN(C=O)C.CC([O-])=O.[K+]. The catalyst is C(Cl)Cl.O. The product is [C:24]([O:25][CH2:16][C:3]1[CH:4]=[C:5]([O:6][CH:7]2[CH2:12][CH2:11][CH2:10][CH2:9][O:8]2)[CH:13]=[C:14]([CH3:15])[C:2]=1[Br:1])(=[O:23])[CH3:29]. The yield is 0.520. (4) The catalyst is CN(C)C=O.O. The product is [NH2:35][C:33]1[N:32]=[CH:31][N:30]=[C:29]2[N:28]([CH:8]([C:6]3[C:5]([O:11][CH3:12])=[C:4]([CH:13]4[CH2:16][N:15]([C:17]([O:19][C:20]([CH3:23])([CH3:22])[CH3:21])=[O:18])[CH2:14]4)[C:3]([CH3:24])=[C:2]([Cl:1])[CH:7]=3)[CH3:9])[N:27]=[C:26]([Br:25])[C:34]=12. The reactants are [Cl:1][C:2]1[C:3]([CH3:24])=[C:4]([CH:13]2[CH2:16][N:15]([C:17]([O:19][C:20]([CH3:23])([CH3:22])[CH3:21])=[O:18])[CH2:14]2)[C:5]([O:11][CH3:12])=[C:6]([CH:8](Cl)[CH3:9])[CH:7]=1.[Br:25][C:26]1[C:34]2[C:29](=[N:30][CH:31]=[N:32][C:33]=2[NH2:35])[NH:28][N:27]=1.[I-].[K+].C(=O)([O-])[O-].[Cs+].[Cs+]. The yield is 0.750. (5) The yield is 0.140. No catalyst specified. The reactants are [Cl:1][C:2]1[CH:3]=[CH:4][C:5]([N:15]2[CH:19]=[C:18]([Cl:20])[N:17]=[N:16]2)=[C:6]([C:8]2[N:13]=[CH:12][N:11]=[C:10]([OH:14])[CH:9]=2)[CH:7]=1.[CH3:21][C@@H:22]1[CH2:38][CH2:37][CH2:36][C@H:35](NC(=O)OCC2C=CC=CC=2)[C:34]2[CH:50]=[C:30]([CH:31]=[CH:32][N:33]=2)[C:29]2[N:28]([CH2:51][O:52][CH2:53][CH2:54][Si:55]([CH3:58])([CH3:57])[CH3:56])[N:27]=[CH:26][C:25]=2[NH:24][C:23]1=[O:59]. The product is [Cl:1][C:2]1[CH:3]=[CH:4][C:5]([N:15]2[CH:19]=[C:18]([Cl:20])[N:17]=[N:16]2)=[C:6]([C:8]2[N:13]=[CH:12][N:11]([C@@H:35]3[C:34]4[CH:50]=[C:30]([CH:31]=[CH:32][N:33]=4)[C:29]4[N:28]([CH2:51][O:52][CH2:53][CH2:54][Si:55]([CH3:57])([CH3:56])[CH3:58])[N:27]=[CH:26][C:25]=4[NH:24][C:23](=[O:59])[C@H:22]([CH3:21])[CH2:38][CH2:37][CH2:36]3)[C:10](=[O:14])[CH:9]=2)[CH:7]=1.